This data is from Full USPTO retrosynthesis dataset with 1.9M reactions from patents (1976-2016). The task is: Predict the reactants needed to synthesize the given product. (1) The reactants are: [Cl:1][CH2:2][CH2:3][CH2:4][C:5](Cl)=[O:6].[CH3:8][C@@:9]12[C@H:19]3[C@@H:20]([OH:33])[CH2:21][C@:22]4([CH3:32])[C@@:26]([OH:31])([C:27]([CH2:29][OH:30])=[O:28])[CH2:25][CH2:24][C@H:23]4[C@@H:18]3[CH2:17][CH2:16][C:15]1=[CH:14][C:12](=[O:13])[CH2:11][CH2:10]2. Given the product [CH3:8][C@@:9]12[C@H:19]3[C@@H:20]([OH:33])[CH2:21][C@:22]4([CH3:32])[C@@:26]([OH:31])([C:27]([CH2:29][OH:30])=[O:28])[CH2:25][CH2:24][C@H:23]4[C@@H:18]3[CH2:17][CH2:16][C:15]1=[CH:14][C:12](=[O:13])[CH2:11][CH2:10]2.[Cl:1][CH2:2][CH2:3][CH2:4][C:5]([O-:6])=[O:13], predict the reactants needed to synthesize it. (2) Given the product [Cl:36][C:35]1[CH:34]=[CH:33][CH:32]=[C:31]([Cl:37])[C:30]=1[C:23]1[C:22]([CH2:21][O:20][C:17]2[CH:18]=[CH:19][C:14]([C:10]3[CH:9]=[C:8]4[C:13]([C:5]([C:3]([OH:4])=[O:2])=[C:6]([CH3:42])[N:7]4[CH:39]([CH3:40])[CH3:41])=[CH:12][CH:11]=3)=[C:15]([CH3:38])[CH:16]=2)=[C:26]([CH:27]([CH3:29])[CH3:28])[O:25][N:24]=1, predict the reactants needed to synthesize it. The reactants are: C[O:2][C:3]([C:5]1[C:13]2[C:8](=[CH:9][C:10]([C:14]3[CH:19]=[CH:18][C:17]([O:20][CH2:21][C:22]4[C:23]([C:30]5[C:35]([Cl:36])=[CH:34][CH:33]=[CH:32][C:31]=5[Cl:37])=[N:24][O:25][C:26]=4[CH:27]([CH3:29])[CH3:28])=[CH:16][C:15]=3[CH3:38])=[CH:11][CH:12]=2)[N:7]([CH:39]([CH3:41])[CH3:40])[C:6]=1[CH3:42])=[O:4].[OH-].[Na+].Cl.